This data is from Catalyst prediction with 721,799 reactions and 888 catalyst types from USPTO. The task is: Predict which catalyst facilitates the given reaction. (1) Reactant: [H-].[Na+].[Br:3][C:4]1[C:5]([CH3:11])=[C:6]([CH:9]=[O:10])[NH:7][CH:8]=1.[C:12]1([CH3:22])[CH:17]=[CH:16][C:15]([S:18](Cl)(=[O:20])=[O:19])=[CH:14][CH:13]=1.O. Product: [Br:3][C:4]1[C:5]([CH3:11])=[C:6]([CH:9]=[O:10])[N:7]([S:18]([C:15]2[CH:16]=[CH:17][C:12]([CH3:22])=[CH:13][CH:14]=2)(=[O:20])=[O:19])[CH:8]=1. The catalyst class is: 56. (2) Reactant: [N+:1]([C:4]1[CH:8]=[C:7]([S:9]([N:12]2[C:18]3[CH:19]=[CH:20][CH:21]=[CH:22][C:17]=3[CH2:16][CH2:15][CH2:14][CH2:13]2)(=[O:11])=[O:10])[S:6][C:5]=1[C:23]#[N:24])([O-])=O.[Cl-].[NH4+].C[OH:28]. Product: [NH2:1][C:4]1[CH:8]=[C:7]([S:9]([N:12]2[C:18]3[CH:19]=[CH:20][CH:21]=[CH:22][C:17]=3[CH2:16][CH2:15][CH2:14][CH2:13]2)(=[O:11])=[O:10])[S:6][C:5]=1[C:23]([NH2:24])=[O:28]. The catalyst class is: 401. (3) Product: [F:21][C:20]([F:23])([F:22])[C:18]([OH:24])=[O:19].[CH3:1][O:2][C:3](=[O:17])[CH2:4][NH:5][C:6](=[O:16])[CH2:7][NH2:8]. The catalyst class is: 2. Reactant: [CH3:1][O:2][C:3](=[O:17])[CH2:4][NH:5][C:6](=[O:16])[CH2:7][NH:8]C(OC(C)(C)C)=O.[C:18]([OH:24])([C:20]([F:23])([F:22])[F:21])=[O:19]. (4) Reactant: [Cl:1][C:2]1[N:3]=[N:4][C:5]([C:8]2[CH:9]=[N:10][N:11](C(C3C=CC=CC=3)(C3C=CC=CC=3)C3C=CC=CC=3)[CH:12]=2)=[CH:6][CH:7]=1.Cl. Product: [Cl:1][C:2]1[N:3]=[N:4][C:5]([C:8]2[CH:9]=[N:10][NH:11][CH:12]=2)=[CH:6][CH:7]=1. The catalyst class is: 1. (5) The catalyst class is: 460. Product: [CH2:23]([O:27][CH2:28][CH2:29][O:30][C:31]1[CH:32]=[CH:33][C:34]([C:2]2[CH:3]=[CH:4][C:5]([N:16]3[CH2:21][CH2:20][CH:19]([CH3:22])[CH2:18][CH2:17]3)=[C:6](/[CH:8]=[C:9](\[CH3:15])/[C:10]([O:12][CH2:13][CH3:14])=[O:11])[CH:7]=2)=[CH:35][CH:36]=1)[CH2:24][CH2:25][CH3:26]. Reactant: Br[C:2]1[CH:3]=[CH:4][C:5]([N:16]2[CH2:21][CH2:20][CH:19]([CH3:22])[CH2:18][CH2:17]2)=[C:6](/[CH:8]=[C:9](\[CH3:15])/[C:10]([O:12][CH2:13][CH3:14])=[O:11])[CH:7]=1.[CH2:23]([O:27][CH2:28][CH2:29][O:30][C:31]1[CH:36]=[CH:35][C:34](OB(O)O)=[CH:33][CH:32]=1)[CH2:24][CH2:25][CH3:26].C(=O)([O-])[O-].[K+].[K+]. (6) Reactant: O=[C:2]1[NH:7][C:6]2[CH:8]=[C:9]([C:12]([O:14][CH3:15])=[O:13])[CH:10]=[CH:11][C:5]=2[O:4][CH2:3]1.B.O1CCCC1. Product: [O:4]1[C:5]2[CH:11]=[CH:10][C:9]([C:12]([O:14][CH3:15])=[O:13])=[CH:8][C:6]=2[NH:7][CH2:2][CH2:3]1.[O:4]1[C:5]2[CH:11]=[CH:10][C:9]([CH2:12][OH:13])=[CH:8][C:6]=2[NH:7][CH2:2][CH2:3]1. The catalyst class is: 5. (7) Reactant: [CH2:1]([C:3]1[CH:4]=[C:5]([N:9]=[C:10]=[S:11])[CH:6]=[CH:7][CH:8]=1)[CH3:2].[NH3:12]. Product: [CH2:1]([C:3]1[CH:4]=[C:5]([NH:9][C:10]([NH2:12])=[S:11])[CH:6]=[CH:7][CH:8]=1)[CH3:2]. The catalyst class is: 5. (8) Reactant: [CH3:1][O:2][C:3]1[CH:4]=[C:5]2[C:9](=[CH:10][CH:11]=1)[NH:8][CH:7]=[CH:6]2.[CH2:12]1N2CCN(CC2)C1.CN(C=O)C. Product: [CH3:1][O:2][C:3]1[CH:4]=[C:5]2[C:9](=[CH:10][CH:11]=1)[N:8]([CH3:12])[CH:7]=[CH:6]2. The catalyst class is: 161.